From a dataset of Reaction yield outcomes from USPTO patents with 853,638 reactions. Predict the reaction yield, written as a fraction of the theoretical maximum amount of product (1.0 means a 100% yield; for example, 0.34 means a 34% yield). (1) The reactants are [F:1][C:2]1[CH:7]=[CH:6][C:5]([C:8]2[N:9]=[C:10]([C:13]3([CH2:19][NH2:20])[CH2:18][CH2:17][O:16][CH2:15][CH2:14]3)[S:11][CH:12]=2)=[CH:4][CH:3]=1.[F:21][C:22]([F:38])([F:37])[C:23]1[O:27][N:26]=[C:25]([C:28]2[CH:29]=[C:30]([CH:34]=[CH:35][CH:36]=2)[C:31](O)=[O:32])[N:24]=1. No catalyst specified. The product is [F:1][C:2]1[CH:7]=[CH:6][C:5]([C:8]2[N:9]=[C:10]([C:13]3([CH2:19][NH:20][C:31](=[O:32])[C:30]4[CH:34]=[CH:35][CH:36]=[C:28]([C:25]5[N:24]=[C:23]([C:22]([F:38])([F:37])[F:21])[O:27][N:26]=5)[CH:29]=4)[CH2:14][CH2:15][O:16][CH2:17][CH2:18]3)[S:11][CH:12]=2)=[CH:4][CH:3]=1. The yield is 0.270. (2) The product is [F:1][C:2]1[CH:3]=[C:4]([C:9]2[N:13]3[C:14]([CH3:18])=[CH:15][CH:16]=[CH:17][C:12]3=[N:11][C:10]=2[CH:19]([NH:21][C:23]2[N:31]=[CH:30][N:29]=[C:28]3[C:24]=2[N:25]=[CH:26][NH:27]3)[CH3:20])[CH:5]=[C:6]([F:8])[CH:7]=1. The yield is 0.580. The reactants are [F:1][C:2]1[CH:3]=[C:4]([C:9]2[N:13]3[C:14]([CH3:18])=[CH:15][CH:16]=[CH:17][C:12]3=[N:11][C:10]=2[CH:19]([NH2:21])[CH3:20])[CH:5]=[C:6]([F:8])[CH:7]=1.Br[C:23]1[N:31]=[CH:30][N:29]=[C:28]2[C:24]=1[N:25]=[CH:26][NH:27]2.C(N(CC)C(C)C)(C)C. The catalyst is C(O)C.CO. (3) The reactants are [S:1]1[C:5]2[CH:6]=[C:7]([N:10]3[CH:14](C(F)(F)F)[CH2:13][NH:12][C:11]3=[O:19])[CH:8]=[CH:9][C:4]=2[N:3]=[CH:2]1.I[C:21]1[CH:22]=[N:23][CH:24]=[CH:25][C:26]=1[CH3:27].[CH3:28]NC1CCCCC1NC.P([O-])([O-])([O-])=O.[K+].[K+].[K+]. The catalyst is [Cu](I)I.C(OCC)(=O)C.O1CCOCC1. The product is [S:1]1[C:5]2[CH:6]=[C:7]([N:10]3[CH2:14][CH:13]([CH3:28])[N:12]([C:21]4[CH:22]=[N:23][CH:24]=[CH:25][C:26]=4[CH3:27])[C:11]3=[O:19])[CH:8]=[CH:9][C:4]=2[N:3]=[CH:2]1. The yield is 0.395. (4) The reactants are [Cl:1][C:2]1[CH:3]=[CH:4][CH:5]=[C:6]2[C:10]=1[N:9]([CH3:11])[CH:8]=[C:7]2[CH2:12][NH:13][CH3:14].[O:15]=[C:16]1[NH:25][C:24]2[N:23]=[CH:22][C:21](/[CH:26]=[CH:27]/[C:28]([OH:30])=O)=[CH:20][C:19]=2[CH2:18][CH2:17]1.C1C=CC2N(O)N=NC=2C=1.O.C(Cl)CCl. The catalyst is CN(C=O)C.CCN(CC)CC. The product is [Cl:1][C:2]1[CH:3]=[CH:4][CH:5]=[C:6]2[C:10]=1[N:9]([CH3:11])[CH:8]=[C:7]2[CH2:12][N:13]([CH3:14])[C:28](=[O:30])/[CH:27]=[CH:26]/[C:21]1[CH:22]=[N:23][C:24]2[NH:25][C:16](=[O:15])[CH2:17][CH2:18][C:19]=2[CH:20]=1. The yield is 0.470.